This data is from Reaction yield outcomes from USPTO patents with 853,638 reactions. The task is: Predict the reaction yield, written as a fraction of the theoretical maximum amount of product (1.0 means a 100% yield; for example, 0.34 means a 34% yield). (1) The reactants are [CH:1]1([C:7]([OH:9])=[O:8])[CH2:6][CH2:5][CH2:4][CH2:3][CH2:2]1.[CH3:10][Si:11]([CH3:16])([CH3:15])[CH2:12][CH2:13]O.Cl.C(N=C=NCCCN(C)C)C. The catalyst is ClCCl.CN(C)C1C=CN=CC=1. The product is [CH:1]1([C:7]([O:9][CH2:13][CH2:12][Si:11]([CH3:16])([CH3:15])[CH3:10])=[O:8])[CH2:6][CH2:5][CH2:4][CH2:3][CH2:2]1. The yield is 0.750. (2) The reactants are [C:1](Cl)(=O)[C:2]1[CH:7]=[CH:6][CH:5]=[CH:4][CH:3]=1.C([O-])([O-])=O.[Na+].[Na+].[NH2:16][C:17]1[CH:25]=[CH:24][C:23]([Cl:26])=[CH:22][C:18]=1[C:19]([OH:21])=[O:20].O. The catalyst is C1COCC1. The product is [Cl:26][C:23]1[CH:24]=[CH:25][C:17]2[N:16]=[C:1]([C:2]3[CH:7]=[CH:6][CH:5]=[CH:4][CH:3]=3)[O:20][C:19](=[O:21])[C:18]=2[CH:22]=1. The yield is 0.920. (3) The reactants are C([O:4][C:5]1[CH:6]=[C:7]([CH:23]=[CH:24][CH:25]=1)[C:8]1[CH:9]([CH3:22])[O:10][C:11]2[C:16]([CH:17]=1)=[CH:15][CH:14]=[C:13]([O:18]C(=O)C)[CH:12]=2)(=O)C.[OH-].[K+].C(O)(=O)C. The catalyst is CO.O. The product is [OH:4][C:5]1[CH:6]=[C:7]([CH:23]=[CH:24][CH:25]=1)[C:8]1[CH:9]([CH3:22])[O:10][C:11]2[C:16]([CH:17]=1)=[CH:15][CH:14]=[C:13]([OH:18])[CH:12]=2. The yield is 0.670. (4) The yield is 0.670. The reactants are [Cl:1][C:2]1[CH:3]=[C:4]([C:9]([OH:11])=[O:10])[CH:5]=[N:6][C:7]=1[Cl:8].S(Cl)(Cl)=O.[CH3:16]O. The product is [Cl:1][C:2]1[CH:3]=[C:4]([C:9]([O:11][CH3:16])=[O:10])[CH:5]=[N:6][C:7]=1[Cl:8]. No catalyst specified.